Dataset: Reaction yield outcomes from USPTO patents with 853,638 reactions. Task: Predict the reaction yield, written as a fraction of the theoretical maximum amount of product (1.0 means a 100% yield; for example, 0.34 means a 34% yield). (1) The reactants are [Cl:1][C:2]1[CH:3]=[C:4]([CH:18]=[CH:19][C:20]=1[O:21][CH3:22])[CH2:5][O:6][C:7]1[C:12]([C:13]([OH:15])=O)=[CH:11][N:10]=[C:9]([S:16][CH3:17])[N:8]=1.[F:23][C:24]1[CH:31]=[CH:30][C:27]([CH2:28][NH2:29])=[CH:26][CH:25]=1.CCN(C(C)C)C(C)C.CN(C(ON1N=NC2C=CC=NC1=2)=[N+](C)C)C.F[P-](F)(F)(F)(F)F. The catalyst is C1COCC1.O. The product is [Cl:1][C:2]1[CH:3]=[C:4]([CH:18]=[CH:19][C:20]=1[O:21][CH3:22])[CH2:5][O:6][C:7]1[C:12]([C:13]([NH:29][CH2:28][C:27]2[CH:30]=[CH:31][C:24]([F:23])=[CH:25][CH:26]=2)=[O:15])=[CH:11][N:10]=[C:9]([S:16][CH3:17])[N:8]=1. The yield is 0.520. (2) The reactants are O=C1C2C(=CC=CC=2)C(=O)[N:3]1[O:12][CH2:13][CH2:14][NH:15][C:16](=[O:25])[O:17][CH2:18][C:19]1[CH:24]=[CH:23][CH:22]=[CH:21][CH:20]=1. The catalyst is C(Cl)Cl. The product is [NH2:3][O:12][CH2:13][CH2:14][NH:15][C:16](=[O:25])[O:17][CH2:18][C:19]1[CH:24]=[CH:23][CH:22]=[CH:21][CH:20]=1. The yield is 0.970. (3) The reactants are [Sn](Cl)Cl.[Br:4][C:5]1[C:6]([F:17])=[C:7]2[C:13]([N+:14]([O-])=O)=[CH:12][NH:11][C:8]2=[N:9][CH:10]=1.[OH-].[Na+]. The catalyst is Cl. The product is [Br:4][C:5]1[C:6]([F:17])=[C:7]2[C:13]([NH2:14])=[CH:12][NH:11][C:8]2=[N:9][CH:10]=1. The yield is 0.640. (4) The reactants are [Br:1][C:2]1[C:7]([CH2:8][OH:9])=[CH:6][C:5]([OH:10])=[CH:4][C:3]=1[F:11].[O:12]1[CH:17]=[CH:16][CH2:15][CH2:14][CH2:13]1. The catalyst is ClCCl.CC1(C)C2(CS(O)(=O)=O)C(CC1CC2)=O. The product is [Br:1][C:2]1[C:7]([CH2:8][O:9][CH:13]2[CH2:14][CH2:15][CH2:16][CH2:17][O:12]2)=[CH:6][C:5]([O:10][CH:17]2[CH2:16][CH2:15][CH2:14][CH2:13][O:12]2)=[CH:4][C:3]=1[F:11]. The yield is 0.920. (5) The reactants are [N:1]1[C:10]2[C:5](=[CH:6][CH:7]=[CH:8][C:9]=2[OH:11])[CH:4]=[CH:3][CH:2]=1.O[C@@H:13]([CH3:18])[C:14]([O:16][CH3:17])=[O:15].C1C=CC(P(C2C=CC=CC=2)C2C=CC=CC=2)=CC=1.CCOC(/N=N/C(OCC)=O)=O.Cl. The catalyst is C1COCC1. The product is [N:1]1[C:10]2[C:5](=[CH:6][CH:7]=[CH:8][C:9]=2[O:11][C@H:13]([CH3:18])[C:14]([O:16][CH3:17])=[O:15])[CH:4]=[CH:3][CH:2]=1. The yield is 0.630. (6) The reactants are [NH2:1][C:2]1[CH:7]=[CH:6][C:5]([C:8]2[N:12]([CH:13]3[CH2:17][CH2:16][CH2:15][CH2:14]3)[C:11]3[CH:18]=[CH:19][C:20]([C:22]([O:24][CH2:25][CH3:26])=[O:23])=[CH:21][C:10]=3[N:9]=2)=[CH:4][CH:3]=1.[C:27](Cl)(=[O:34])[C:28]1[CH:33]=[CH:32][CH:31]=[CH:30][CH:29]=1. The catalyst is N1C=CC=CC=1.C(Cl)(Cl)Cl. The product is [C:27]([NH:1][C:2]1[CH:7]=[CH:6][C:5]([C:8]2[N:12]([CH:13]3[CH2:17][CH2:16][CH2:15][CH2:14]3)[C:11]3[CH:18]=[CH:19][C:20]([C:22]([O:24][CH2:25][CH3:26])=[O:23])=[CH:21][C:10]=3[N:9]=2)=[CH:4][CH:3]=1)(=[O:34])[C:28]1[CH:33]=[CH:32][CH:31]=[CH:30][CH:29]=1. The yield is 1.00. (7) The reactants are [C:1]([O:5][C:6]([N:8]1[CH2:13][CH2:12][N:11]([C:14]2[CH:19]=[CH:18][CH:17]=[CH:16][C:15]=2Br)[CH2:10][CH2:9]1)=[O:7])([CH3:4])([CH3:3])[CH3:2].[CH:21]([C:23]1[CH:28]=[CH:27][C:26](B(O)O)=[CH:25][CH:24]=1)=[O:22].C(=O)([O-])[O-].[Na+].[Na+]. The catalyst is C1C=CC([P]([Pd]([P](C2C=CC=CC=2)(C2C=CC=CC=2)C2C=CC=CC=2)([P](C2C=CC=CC=2)(C2C=CC=CC=2)C2C=CC=CC=2)[P](C2C=CC=CC=2)(C2C=CC=CC=2)C2C=CC=CC=2)(C2C=CC=CC=2)C2C=CC=CC=2)=CC=1. The product is [C:1]([O:5][C:6]([N:8]1[CH2:13][CH2:12][N:11]([C:14]2[CH:19]=[CH:18][CH:17]=[CH:16][C:15]=2[C:26]2[CH:27]=[CH:28][C:23]([CH:21]=[O:22])=[CH:24][CH:25]=2)[CH2:10][CH2:9]1)=[O:7])([CH3:4])([CH3:3])[CH3:2]. The yield is 0.560. (8) The reactants are [F:1][C:2]1[CH:7]=[CH:6][CH:5]=[CH:4][C:3]=1[C@@H:8]([N:20]1[CH2:25][CH2:24][CH2:23][CH2:22][CH2:21]1)[C:9]([O:11][C@H](C1C=CC=CC=1)C)=[O:10]. The catalyst is C(O)C.[OH-].[OH-].[Pd+2]. The product is [F:1][C:2]1[CH:7]=[CH:6][CH:5]=[CH:4][C:3]=1[C@@H:8]([N:20]1[CH2:25][CH2:24][CH2:23][CH2:22][CH2:21]1)[C:9]([OH:11])=[O:10]. The yield is 0.980. (9) The reactants are Br[C:2]1[CH:6]=[CH:5][S:4][CH:3]=1.ClC1C=CSC=1.[CH3:13][NH:14][C:15]1[CH:20]=[CH:19][CH:18]=[CH:17][CH:16]=1.CC([O-])(C)C.[Na+]. The catalyst is C1(C)C=CC=CC=1. The product is [CH3:13][N:14]([C:3]1[S:4][CH:5]=[CH:6][CH:2]=1)[C:15]1[CH:20]=[CH:19][CH:18]=[CH:17][CH:16]=1. The yield is 0.900.